Dataset: Choline transporter screen with 302,306 compounds. Task: Binary Classification. Given a drug SMILES string, predict its activity (active/inactive) in a high-throughput screening assay against a specified biological target. (1) The molecule is S(=O)(=O)(NCC(=O)NCc1cccnc1)c1ccccc1. The result is 0 (inactive). (2) The compound is Clc1cc(C2NCc3c(n4c2ccc4)cccc3)ccc1O. The result is 0 (inactive). (3) The molecule is O=C1C=2C(C3=C(N(C2CC(C1)(C)C)C)CC(CC3=O)(C)C)c1cc(OC)c(O)cc1. The result is 0 (inactive). (4) The molecule is s1c(c(c2c(NCc3sccc3)ncnc12)C)C. The result is 0 (inactive). (5) The molecule is O(C(=O)C=1C(NC(=O)NC1C)c1ccc(OCC)cc1)Cc1ccccc1. The result is 0 (inactive).